This data is from HIV replication inhibition screening data with 41,000+ compounds from the AIDS Antiviral Screen. The task is: Binary Classification. Given a drug SMILES string, predict its activity (active/inactive) in a high-throughput screening assay against a specified biological target. (1) The drug is O=c1[nH]c(=O)n(C2OC(CO)C(O)C2O)c2nccnc12. The result is 0 (inactive). (2) The molecule is C=C1C(=O)OC2C=C(CO)C=CC3OC3(C)CC(OC(=O)C(C)=CCOC(C)=O)C12. The result is 0 (inactive).